Predict the product of the given reaction. From a dataset of Forward reaction prediction with 1.9M reactions from USPTO patents (1976-2016). (1) Given the reactants [F:1][C:2]([F:31])([F:30])[C:3]1[CH:4]=[C:5]([N:13]=[N:14][NH:15][C:16]2[CH:21]=[C:20]([C:22]([F:25])([F:24])[F:23])[CH:19]=[C:18]([C:26]([F:29])([F:28])[F:27])[CH:17]=2)[CH:6]=[C:7]([C:9]([F:12])([F:11])[F:10])[CH:8]=1.[H-].[K+:33], predict the reaction product. The product is: [F:1][C:2]([F:30])([F:31])[C:3]1[CH:4]=[C:5]([N-:13][N:14]=[N:15][C:16]2[CH:21]=[C:20]([C:22]([F:23])([F:24])[F:25])[CH:19]=[C:18]([C:26]([F:29])([F:28])[F:27])[CH:17]=2)[CH:6]=[C:7]([C:9]([F:12])([F:11])[F:10])[CH:8]=1.[K+:33]. (2) Given the reactants C([N:9]1[CH2:14][CH2:13][CH2:12][C:11]2([CH2:22][C:21]3[C:16](=[CH:17][CH:18]=[CH:19][CH:20]=3)[C:15]2=[O:23])[CH2:10]1)(=O)C1C=CC=CC=1.Cl, predict the reaction product. The product is: [NH:9]1[CH2:14][CH2:13][CH2:12][C:11]2([CH2:22][C:21]3[C:16](=[CH:17][CH:18]=[CH:19][CH:20]=3)[C:15]2=[O:23])[CH2:10]1. (3) Given the reactants [NH:1]1[CH2:6][CH2:5][CH2:4][CH2:3][CH2:2]1.[Cl:7][C:8]1[CH:15]=[C:14]([N+:16]([O-:18])=[O:17])[CH:13]=[CH:12][C:9]=1[CH2:10]Cl, predict the reaction product. The product is: [Cl:7][C:8]1[CH:15]=[C:14]([N+:16]([O-:18])=[O:17])[CH:13]=[CH:12][C:9]=1[CH2:10][N:1]1[CH2:6][CH2:5][CH2:4][CH2:3][CH2:2]1. (4) Given the reactants Br[CH2:2][C:3]([NH:5][C@H:6]1[CH2:11][CH2:10][C@H:9]([NH:12][C:13]2[N:18]=[C:17]([N:19]3[C:23]4[CH:24]=[CH:25][CH:26]=[CH:27][C:22]=4[N:21]=[C:20]3[CH:28]([F:30])[F:29])[N:16]=[C:15]([N:31]3[CH2:36][CH2:35][O:34][CH2:33][CH2:32]3)[N:14]=2)[CH2:8][CH2:7]1)=[O:4].C(=O)([O-])[O-].[K+].[K+].[NH:43]1[CH2:47][CH2:46][CH2:45][CH2:44]1, predict the reaction product. The product is: [F:29][CH:28]([F:30])[C:20]1[N:19]([C:17]2[N:16]=[C:15]([N:31]3[CH2:36][CH2:35][O:34][CH2:33][CH2:32]3)[N:14]=[C:13]([NH:12][C@H:9]3[CH2:10][CH2:11][C@H:6]([NH:5][C:3](=[O:4])[CH2:2][N:43]4[CH2:47][CH2:46][CH2:45][CH2:44]4)[CH2:7][CH2:8]3)[N:18]=2)[C:23]2[CH:24]=[CH:25][CH:26]=[CH:27][C:22]=2[N:21]=1. (5) The product is: [OH:34][C@H:35]1[CH2:40][CH2:39][C@H:38]([NH:41][C:42]2[CH:49]=[C:48]([N:50]3[C:54]4=[N:55][CH:56]=[CH:57][C:58]([C:59]5[CH:60]=[C:61]6[CH:67]=[CH:66][N:65]([CH2:68][O:69][CH3:70])[C:62]6=[N:63][CH:64]=5)=[C:53]4[C:52]([CH:71]([CH3:73])[CH3:72])=[N:51]3)[CH:47]=[CH:46][C:43]=2[C:44]([NH2:45])=[O:29])[CH2:37][CH2:36]1. Given the reactants BrC1C=C(N2C3=NC=CC(C4C=C5C=CN(C[O:29]C)C5=NC=4)=C3C(C(C)C)=N2)C=CC=1C#N.[OH:34][C@H:35]1[CH2:40][CH2:39][C@H:38]([NH:41][C:42]2[CH:49]=[C:48]([N:50]3[C:54]4=[N:55][CH:56]=[CH:57][C:58]([C:59]5[CH:60]=[C:61]6[CH:67]=[CH:66][N:65]([CH2:68][O:69][CH3:70])[C:62]6=[N:63][CH:64]=5)=[C:53]4[C:52]([CH:71]([CH3:73])[CH3:72])=[N:51]3)[CH:47]=[CH:46][C:43]=2[C:44]#[N:45])[CH2:37][CH2:36]1, predict the reaction product. (6) Given the reactants C([O:8][C:9]1[CH:26]=[CH:25][C:24]2[C:23]3[C@H:14]([C@H:15]4[C@@:19]([CH2:21][C:22]=3[CH2:27]C=C)([CH3:20])[C@@H:18]([O:30]CC3C=CC=CC=3)[CH2:17][CH2:16]4)[CH2:13][CH2:12][C:11]=2[CH:10]=1)C1C=CC=CC=1.[F:38][C:39]([F:60])([C:56]([F:59])([F:58])[F:57])[CH2:40][CH2:41][CH2:42][CH:43]([CH2:49][CH2:50][CH2:51][CH2:52][CH2:53][CH:54]=[CH2:55])[C:44]([O:46]CC)=[O:45], predict the reaction product. The product is: [OH:8][C:9]1[CH:26]=[CH:25][C:24]2[C@@H:23]3[C@H:14]([C@H:15]4[C@@:19]([CH2:21][C@@H:22]3[CH2:27][CH2:55][CH2:54][CH2:53][CH2:52][CH2:51][CH2:50][CH2:49][CH:43]([CH2:42][CH2:41][CH2:40][C:39]([F:38])([F:60])[C:56]([F:57])([F:58])[F:59])[C:44]([OH:46])=[O:45])([CH3:20])[C@@H:18]([OH:30])[CH2:17][CH2:16]4)[CH2:13][CH2:12][C:11]=2[CH:10]=1. (7) Given the reactants [F:1][C:2]1[CH:10]=[CH:9][C:5]([C:6]([OH:8])=O)=[C:4]([C:11]([F:14])([F:13])[F:12])[CH:3]=1.[NH2:15][CH:16]([CH:22]([C:27]1[CH:32]=[CH:31][CH:30]=[CH:29][CH:28]=1)[CH2:23][N+:24]([O-:26])=[O:25])[C:17]([O:19][CH2:20][CH3:21])=[O:18].O.C(OCC)(=O)C, predict the reaction product. The product is: [F:1][C:2]1[CH:10]=[CH:9][C:5]([C:6]([NH:15][CH:16]([CH:22]([C:27]2[CH:32]=[CH:31][CH:30]=[CH:29][CH:28]=2)[CH2:23][N+:24]([O-:26])=[O:25])[C:17]([O:19][CH2:20][CH3:21])=[O:18])=[O:8])=[C:4]([C:11]([F:14])([F:13])[F:12])[CH:3]=1.